From a dataset of Catalyst prediction with 721,799 reactions and 888 catalyst types from USPTO. Predict which catalyst facilitates the given reaction. Reactant: [Br:1][C:2]1[CH:7]=[CH:6][CH:5]=[CH:4][C:3]=1[CH2:8][C:9]([O:11][CH3:12])=[O:10].[Li+].C[Si]([N-][Si](C)(C)C)(C)C.N1([C:28](=[O:30])[CH3:29])C=CN=C1.CN(C=O)C. Product: [Br:1][C:2]1[CH:7]=[CH:6][CH:5]=[CH:4][C:3]=1[CH:8]([C:28](=[O:30])[CH3:29])[C:9]([O:11][CH3:12])=[O:10]. The catalyst class is: 1.